Task: Predict which catalyst facilitates the given reaction.. Dataset: Catalyst prediction with 721,799 reactions and 888 catalyst types from USPTO Reactant: [OH:1][C:2]1[CH:3]=[C:4]([CH:7]=[CH:8][C:9]=1[O:10][CH2:11][CH2:12][CH2:13][CH3:14])[CH:5]=O.[CH3:15][C:16]([C:18]1[CH:23]=[C:22]([O:24][CH3:25])[C:21]([O:26][CH3:27])=[C:20]([O:28][CH3:29])[CH:19]=1)=[O:17].[OH-].[Na+]. Product: [OH:1][C:2]1[CH:3]=[C:4](/[CH:5]=[CH:15]/[C:16]([C:18]2[CH:19]=[C:20]([O:28][CH3:29])[C:21]([O:26][CH3:27])=[C:22]([O:24][CH3:25])[CH:23]=2)=[O:17])[CH:7]=[CH:8][C:9]=1[O:10][CH2:11][CH2:12][CH2:13][CH3:14]. The catalyst class is: 5.